Task: Predict the reactants needed to synthesize the given product.. Dataset: Full USPTO retrosynthesis dataset with 1.9M reactions from patents (1976-2016) (1) Given the product [CH3:17][O:18][C:19]1[CH:24]=[CH:23][CH:22]=[CH:21][C:20]=1[N:25]1[CH2:26][CH2:27][N:28]([CH2:31][CH2:32][CH2:33][CH2:34][NH:35][C:12](=[O:14])[C:11]2[CH:10]=[CH:9][C:8]([C:3]3[CH:4]=[CH:5][CH:6]=[CH:7][N:2]=3)=[CH:16][CH:15]=2)[CH2:29][CH2:30]1, predict the reactants needed to synthesize it. The reactants are: Cl.[N:2]1[CH:7]=[CH:6][CH:5]=[CH:4][C:3]=1[C:8]1[CH:16]=[CH:15][C:11]([C:12]([OH:14])=O)=[CH:10][CH:9]=1.[CH3:17][O:18][C:19]1[CH:24]=[CH:23][CH:22]=[CH:21][C:20]=1[N:25]1[CH2:30][CH2:29][N:28]([CH2:31][CH2:32][CH2:33][CH2:34][NH2:35])[CH2:27][CH2:26]1.C([O-])(=O)C([O-])=O. (2) The reactants are: [Cl:1][C:2]1[NH:11][C:10]2[C:9](=[O:12])[N:7]([CH3:8])[C:6](=[O:13])[N:5]([CH3:14])[C:4]=2[N:3]=1.[CH3:15][C:16]1[CH:23]=[CH:22][CH:21]=[CH:20][C:17]=1[CH2:18]Br. Given the product [Cl:1][C:2]1[N:11]([CH2:15][C:16]2[CH:23]=[CH:22][CH:21]=[CH:20][C:17]=2[CH3:18])[C:10]2[C:9](=[O:12])[N:7]([CH3:8])[C:6](=[O:13])[N:5]([CH3:14])[C:4]=2[N:3]=1, predict the reactants needed to synthesize it.